This data is from Full USPTO retrosynthesis dataset with 1.9M reactions from patents (1976-2016). The task is: Predict the reactants needed to synthesize the given product. (1) Given the product [F:14][C:15]1[CH:16]=[C:17]([CH:21]=[CH:22][CH:23]=1)[CH2:18][O:19][N:20]=[C:2]([C:4]1[CH:9]=[CH:8][C:7]([O:10][CH3:11])=[C:6]([F:12])[CH:5]=1)[CH3:1], predict the reactants needed to synthesize it. The reactants are: [CH3:1][C:2]([C:4]1[CH:9]=[CH:8][C:7]([O:10][CH3:11])=[C:6]([F:12])[CH:5]=1)=O.Cl.[F:14][C:15]1[CH:16]=[C:17]([CH:21]=[CH:22][CH:23]=1)[CH2:18][O:19][NH2:20].N1C=CC=CC=1. (2) Given the product [Br:16][C:6]1[C:5]2[C:10](=[CH:11][C:2]([NH:1][C:21](=[O:22])[CH2:20][CH2:19][CH2:18][Cl:17])=[CH:3][CH:4]=2)[C:9](=[O:12])[N:8]([CH:13]([CH3:14])[CH3:15])[N:7]=1, predict the reactants needed to synthesize it. The reactants are: [NH2:1][C:2]1[CH:11]=[C:10]2[C:5]([C:6]([Br:16])=[N:7][N:8]([CH:13]([CH3:15])[CH3:14])[C:9]2=[O:12])=[CH:4][CH:3]=1.[Cl:17][CH2:18][CH2:19][CH2:20][C:21](Cl)=[O:22]. (3) Given the product [NH2:25][C:26]1[C:27]([C:36]([NH:46][C@H:45]([C:47]([O:49][CH3:50])=[O:48])[C@@H:44]([CH3:51])[O:43][CH:39]2[CH2:42][CH2:41][CH2:40]2)=[O:38])=[CH:28][C:29]2[C:34]([CH:35]=1)=[CH:33][CH:32]=[CH:31][CH:30]=2, predict the reactants needed to synthesize it. The reactants are: CN(C(ON1N=NC2C=CC=NC1=2)=[N+](C)C)C.F[P-](F)(F)(F)(F)F.[NH2:25][C:26]1[C:27]([C:36]([OH:38])=O)=[CH:28][C:29]2[C:34]([CH:35]=1)=[CH:33][CH:32]=[CH:31][CH:30]=2.[CH:39]1([O:43][C@H:44]([CH3:51])[C@@H:45]([C:47]([O:49][CH3:50])=[O:48])[NH2:46])[CH2:42][CH2:41][CH2:40]1.C(N(C(C)C)CC)(C)C. (4) Given the product [CH3:14][C:13]1([CH3:15])[N:9]([CH2:8][C:6]2[CH:5]=[CH:4][N:3]=[C:2]([NH:1][C:30]3[CH:35]=[N:34][C:33]([CH2:36][N:37]4[CH2:38][CH2:39][CH2:40][CH2:41]4)=[CH:32][CH:31]=3)[CH:7]=2)[C:10](=[O:28])[N:11]([C:17]2[CH:22]=[CH:21][C:20]([S:23][C:24]([F:27])([F:26])[F:25])=[CH:19][CH:18]=2)[C:12]1=[O:16], predict the reactants needed to synthesize it. The reactants are: [NH2:1][C:2]1[CH:7]=[C:6]([CH2:8][N:9]2[C:13]([CH3:15])([CH3:14])[C:12](=[O:16])[N:11]([C:17]3[CH:22]=[CH:21][C:20]([S:23][C:24]([F:27])([F:26])[F:25])=[CH:19][CH:18]=3)[C:10]2=[O:28])[CH:5]=[CH:4][N:3]=1.Br[C:30]1[CH:31]=[CH:32][C:33]([CH2:36][N:37]2[CH2:41][CH2:40][CH2:39][CH2:38]2)=[N:34][CH:35]=1.CC1(C)C2C=CC=C(P(C3C=CC=CC=3)C3C=CC=CC=3)C=2OC2C1=CC=CC=2P(C1C=CC=CC=1)C1C=CC=CC=1.C(=O)([O-])[O-].[Cs+].[Cs+]. (5) Given the product [CH2:1]([CH:9]([CH2:40][CH2:41][CH2:42][CH2:43][CH2:44][CH2:45][CH2:46][CH2:47][CH3:48])[CH2:10][CH2:11][C:12]1[C:13]2[S:19][CH:18]=[C:17]([CH2:20][CH2:21][CH:22]([CH2:32][CH2:33][CH2:34][CH2:35][CH2:36][CH2:37][CH2:38][CH3:39])[CH2:23][CH2:24][CH2:25][CH2:26][CH2:27][CH2:28][CH2:29][CH2:30][CH3:31])[C:14]=2[S:15][CH:16]=1)[CH2:2][CH2:3][CH2:4][CH2:5][CH2:6][CH2:7][CH3:8], predict the reactants needed to synthesize it. The reactants are: [CH2:1]([CH:9]([CH2:40][CH2:41][CH2:42][CH2:43][CH2:44][CH2:45][CH2:46][CH2:47][CH3:48])[C:10]#[C:11][C:12]1[C:13]2[S:19][CH:18]=[C:17]([C:20]#[C:21][CH:22]([CH2:32][CH2:33][CH2:34][CH2:35][CH2:36][CH2:37][CH2:38][CH3:39])[CH2:23][CH2:24][CH2:25][CH2:26][CH2:27][CH2:28][CH2:29][CH2:30][CH3:31])[C:14]=2[S:15][CH:16]=1)[CH2:2][CH2:3][CH2:4][CH2:5][CH2:6][CH2:7][CH3:8].[H][H]. (6) The reactants are: [CH3:1][O:2][C:3](=[O:28])[NH:4][C@H:5]([C:9]([N:11]1[CH2:15][CH2:14][CH2:13][C@H:12]1[C:16]1[NH:17][CH:18]=[C:19]([C:21]2[CH:26]=[CH:25][C:24](Br)=[CH:23][CH:22]=2)[N:20]=1)=[O:10])[CH:6]([CH3:8])[CH3:7].CC1(C)C(C)(C)OB([C:37]2[CH:43]=[CH:42][C:40]([NH2:41])=[CH:39][CH:38]=2)O1.C(=O)([O-])[O-].[Na+].[Na+].C(OCC)(=O)C. Given the product [CH3:1][O:2][C:3](=[O:28])[NH:4][C@H:5]([C:9]([N:11]1[CH2:15][CH2:14][CH2:13][C@H:12]1[C:16]1[NH:17][CH:18]=[C:19]([C:21]2[CH:26]=[CH:25][C:24]([C:37]3[CH:43]=[CH:42][C:40]([NH2:41])=[CH:39][CH:38]=3)=[CH:23][CH:22]=2)[N:20]=1)=[O:10])[CH:6]([CH3:8])[CH3:7], predict the reactants needed to synthesize it. (7) Given the product [Cl:20][C:17]1[CH:18]=[CH:19][C:14]([CH:7]([NH:6][C:4]([CH2:3][NH:2][C:25](=[O:26])[C:24]2[CH:28]=[CH:29][C:30]([F:31])=[C:22]([F:21])[CH:23]=2)=[O:5])[C:8]2[CH:13]=[CH:12][CH:11]=[CH:10][CH:9]=2)=[CH:15][CH:16]=1, predict the reactants needed to synthesize it. The reactants are: Cl.[NH2:2][CH2:3][C:4]([NH:6][CH:7]([C:14]1[CH:19]=[CH:18][C:17]([Cl:20])=[CH:16][CH:15]=1)[C:8]1[CH:13]=[CH:12][CH:11]=[CH:10][CH:9]=1)=[O:5].[F:21][C:22]1[CH:23]=[C:24]([CH:28]=[CH:29][C:30]=1[F:31])[C:25](O)=[O:26].